From a dataset of Forward reaction prediction with 1.9M reactions from USPTO patents (1976-2016). Predict the product of the given reaction. (1) Given the reactants [C:1]([O:5][C:6]([CH:8]1[CH2:13][CH2:12][N:11]([C:14]2[C:24]([C:25]#[N:26])=[CH:23][C:17]([C:18]([O:20]CC)=[O:19])=[C:16]([CH3:27])[N:15]=2)[CH2:10][CH2:9]1)=[O:7])([CH3:4])([CH3:3])[CH3:2].[Li+].[OH-].Cl, predict the reaction product. The product is: [C:1]([O:5][C:6]([CH:8]1[CH2:13][CH2:12][N:11]([C:14]2[C:24]([C:25]#[N:26])=[CH:23][C:17]([C:18]([OH:20])=[O:19])=[C:16]([CH3:27])[N:15]=2)[CH2:10][CH2:9]1)=[O:7])([CH3:4])([CH3:3])[CH3:2]. (2) Given the reactants [C:1]([O:5][C:6](=[O:33])[C:7]1[CH:12]=[CH:11][C:10]([CH2:13][CH2:14][CH2:15][CH2:16][CH2:17][CH2:18][CH2:19][CH2:20][CH2:21][CH2:22][C:23]([O:25]N2C(=O)CCC2=O)=O)=[CH:9][CH:8]=1)([CH3:4])([CH3:3])[CH3:2].[NH2:34][CH2:35][CH2:36][CH2:37][C:38]([OH:40])=[O:39], predict the reaction product. The product is: [C:1]([O:5][C:6](=[O:33])[C:7]1[CH:8]=[CH:9][C:10]([CH2:13][CH2:14][CH2:15][CH2:16][CH2:17][CH2:18][CH2:19][CH2:20][CH2:21][CH2:22][C:23](=[O:25])[NH:34][CH2:35][CH2:36][CH2:37][C:38]([OH:40])=[O:39])=[CH:11][CH:12]=1)([CH3:2])([CH3:3])[CH3:4]. (3) The product is: [F:36][C:37]1[CH:45]=[CH:44][CH:43]=[C:42]([F:46])[C:38]=1[C:39]([N:16]([CH2:17][C:18]1[CH:23]=[CH:22][CH:21]=[CH:20][C:19]=1[O:24][CH3:25])[C:14]([N:13]([C:3]1[CH:4]=[CH:5][C:6]([S:8][C:9]([F:11])([F:12])[F:10])=[CH:7][C:2]=1[F:1])[CH3:26])=[O:15])=[O:40]. Given the reactants [F:1][C:2]1[CH:7]=[C:6]([S:8][C:9]([F:12])([F:11])[F:10])[CH:5]=[CH:4][C:3]=1[N:13]([CH3:26])[C:14]([NH:16][CH2:17][C:18]1[CH:23]=[CH:22][CH:21]=[CH:20][C:19]=1[O:24][CH3:25])=[O:15].C(N(C(C)C)CC)(C)C.[F:36][C:37]1[CH:45]=[CH:44][CH:43]=[C:42]([F:46])[C:38]=1[C:39](Cl)=[O:40].C(OCC)(=O)C, predict the reaction product. (4) Given the reactants Br[C:2]1[C:15]2[C:16]3=[C:17]4[C:12](=[CH:13][CH:14]=2)[CH:11]=[CH:10][C:9](Br)=[C:8]4[CH:7]=[CH:6][C:5]3=[CH:4][CH:3]=1.[CH3:19][C:20]1[CH:25]=[CH:24][C:23](B(O)O)=[CH:22][CH:21]=1.P([O-])([O-])([O-])=O.[K+].[K+].[K+].CN(C)C=O, predict the reaction product. The product is: [CH3:19][C:20]1[CH:25]=[CH:24][C:23]([C:2]2[C:15]3[C:16]4=[C:17]5[C:12](=[CH:13][CH:14]=3)[CH:11]=[CH:10][C:9]([C:2]3[CH:15]=[CH:16][C:5]([CH3:6])=[CH:4][CH:3]=3)=[C:8]5[CH:7]=[CH:6][C:5]4=[CH:4][CH:3]=2)=[CH:22][CH:21]=1. (5) Given the reactants CON(C)[C:4]([C:6]1[CH:10]=[CH:9][S:8][CH:7]=1)=[O:5].[CH:12]([Mg]Br)=[CH2:13].Cl, predict the reaction product. The product is: [S:8]1[CH:9]=[CH:10][C:6]([C:4](=[O:5])[CH:12]=[CH2:13])=[CH:7]1. (6) Given the reactants Br[C@@H:2]([C@:7]([O:11][CH2:12][O:13][CH3:14])([CH2:9][Br:10])[OH:8])[C:3]([O:5][CH3:6])=[O:4].[N-:15]=[N+:16]=[N-:17].[Na+], predict the reaction product. The product is: [N:15]([C@H:2]([C@:7]([O:11][CH2:12][O:13][CH3:14])([CH2:9][Br:10])[OH:8])[C:3]([O:5][CH3:6])=[O:4])=[N+:16]=[N-:17]. (7) Given the reactants [NH:1]1[CH2:5][CH2:4][C@H:3]([O:6]/[N:7]=[C:8](/[C:10]2[N:15]=[C:14]3[N:16]([CH2:19][C:20]4[CH:21]=[C:22]5[C:27](=[CH:28][C:29]=4[F:30])[N:26]=[CH:25][CH:24]=[CH:23]5)[N:17]=[N:18][C:13]3=[N:12][CH:11]=2)\[CH3:9])[CH2:2]1.[N:31]([Si](C)(C)C)=[C:32]=[O:33], predict the reaction product. The product is: [F:30][C:29]1[CH:28]=[C:27]2[C:22]([CH:23]=[CH:24][CH:25]=[N:26]2)=[CH:21][C:20]=1[CH2:19][N:16]1[C:14]2=[N:15][C:10](/[C:8](=[N:7]/[O:6][C@H:3]3[CH2:4][CH2:5][N:1]([C:32]([NH2:31])=[O:33])[CH2:2]3)/[CH3:9])=[CH:11][N:12]=[C:13]2[N:18]=[N:17]1. (8) Given the reactants [F-].C([N+](CCCC)(CCCC)CCCC)CCC.[Cl:19][C:20]1[CH:25]=[C:24]([S:26][Si](C(C)C)(C(C)C)C(C)C)[CH:23]=[CH:22][C:21]=1[NH:37][C:38](=[O:46])[C@:39]([OH:45])([CH3:44])[C:40]([F:43])([F:42])[F:41].Cl[CH2:48][C:49]([N:51]([CH3:53])[CH3:52])=[O:50].C(OCC)(=O)C, predict the reaction product. The product is: [Cl:19][C:20]1[CH:25]=[C:24]([S:26][CH2:48][C:49](=[O:50])[N:51]([CH3:53])[CH3:52])[CH:23]=[CH:22][C:21]=1[NH:37][C:38](=[O:46])[C@:39]([OH:45])([CH3:44])[C:40]([F:41])([F:42])[F:43]. (9) Given the reactants [F:1][C:2]1[CH:7]=[C:6]([C:8]2[N:12]=[CH:11][N:10](COCC[Si](C)(C)C)[N:9]=2)[CH:5]=[CH:4][C:3]=1[C:21]1[CH:22]=[N:23][N:24]2[CH:29]=[CH:28][C:27]([N:30]3[C@@H:34]([CH:35]([CH3:37])[CH3:36])[CH2:33][O:32][C:31]3=[O:38])=[N:26][C:25]=12.FC1C=C(C2N(COCC[Si](C)(C)C)N=CN=2)C=CC=1C1C=NN2C=CC(N3[C@@H](C(C)C)COC3=O)=NC=12, predict the reaction product. The product is: [F:1][C:2]1[CH:7]=[C:6]([C:8]2[N:12]=[CH:11][NH:10][N:9]=2)[CH:5]=[CH:4][C:3]=1[C:21]1[CH:22]=[N:23][N:24]2[CH:29]=[CH:28][C:27]([N:30]3[C@@H:34]([CH:35]([CH3:36])[CH3:37])[CH2:33][O:32][C:31]3=[O:38])=[N:26][C:25]=12. (10) Given the reactants [C:1](Cl)(Cl)=[O:2].N1C=CC=CC=1.[N:11]1[CH:16]=[CH:15][C:14]([O:17][C:18]2[CH:24]=[CH:23][C:21]([NH2:22])=[CH:20][CH:19]=2)=[CH:13][CH:12]=1.[NH2:25][C:26]1[N:30](C(OC(C)(C)C)=O)[N:29]=[C:28]([C:38]([CH3:41])([CH3:40])[CH3:39])[CH:27]=1, predict the reaction product. The product is: [C:38]([C:28]1[CH:27]=[C:26]([NH:25][C:1]([NH:22][C:21]2[CH:23]=[CH:24][C:18]([O:17][C:14]3[CH:13]=[CH:12][N:11]=[CH:16][CH:15]=3)=[CH:19][CH:20]=2)=[O:2])[NH:30][N:29]=1)([CH3:41])([CH3:40])[CH3:39].